This data is from Drug-target binding data from BindingDB using Kd measurements. The task is: Regression. Given a target protein amino acid sequence and a drug SMILES string, predict the binding affinity score between them. We predict pKd (pKd = -log10(Kd in M); higher means stronger binding). Dataset: bindingdb_kd. The compound is CO[C@]12CC[C@@]3(C[C@@H]1C(C)(C)O)[C@H]1Cc4ccc(O)c5c4[C@@]3(CCN1CC1CC1)[C@H]2O5. The target protein sequence is MDSPIQIFRGEPGPTCAPSACLPPNSSAWFPGWAEPDSNGSAGSEDAQLEPAHISPAIPVIITAVYSVVFVVGLVGNSLVMFVIIRYTKMKTATNIYIFNLALADALVTTTMPFQSTVYLMNSWPFGDVLCKIVISIAYYNMFTSIFTLTMMSVDRYIAVCHPVKALDFRTPLKAKIINICIWLLSSSVGISAIVLGGTKVREDVDVIECSLQFPDDDYSWWDLFMKICVFIFAFVIPVLIIIVCYTLMILRLKSVRLLSGSREKDRNLRRITRLVLVVVAVFVVCWTPIHIFILVEALGSTSHSTAALSSYYFCIALGYTNSSLNPILYAFLDENFKRCFRDFCFPLKMRMERQSTSRVRNTVQDPAYLRDIDGMNKPV. The pKd is 8.3.